This data is from Catalyst prediction with 721,799 reactions and 888 catalyst types from USPTO. The task is: Predict which catalyst facilitates the given reaction. Reactant: [Br:1][C:2]1[C:13](=[O:14])[NH:12][C:5]2[N:6]=[C:7]([S:10][CH3:11])[N:8]=[CH:9][C:4]=2[CH:3]=1.O[CH2:16][CH2:17][O:18][CH:19]1[CH2:22][N:21]([C:23]([O:25][C:26]([CH3:29])([CH3:28])[CH3:27])=[O:24])[CH2:20]1.C1C=CC(P(C2C=CC=CC=2)C2C=CC=CC=2)=CC=1.CC(OC(/N=N/C(OC(C)C)=O)=O)C. Product: [Br:1][C:2]1[C:13](=[O:14])[N:12]([CH2:16][CH2:17][O:18][CH:19]2[CH2:22][N:21]([C:23]([O:25][C:26]([CH3:27])([CH3:29])[CH3:28])=[O:24])[CH2:20]2)[C:5]2[N:6]=[C:7]([S:10][CH3:11])[N:8]=[CH:9][C:4]=2[CH:3]=1. The catalyst class is: 18.